From a dataset of Reaction yield outcomes from USPTO patents with 853,638 reactions. Predict the reaction yield, written as a fraction of the theoretical maximum amount of product (1.0 means a 100% yield; for example, 0.34 means a 34% yield). (1) The reactants are [CH3:1][N:2]([C@@H:10]([CH3:50])[C:11]([NH:13][C@@H:14]([CH2:40][C:41]1[CH:46]=[CH:45][C:44]([N+:47]([O-])=O)=[CH:43][CH:42]=1)[C:15](=[O:39])[N:16]1[C@H:25]([C:26](=[O:38])[NH:27][C@H:28]2[C:37]3[C:32](=[CH:33][CH:34]=[CH:35][CH:36]=3)[CH2:31][CH2:30][CH2:29]2)[CH2:24][C:23]2[C:18](=[CH:19][CH:20]=[CH:21][CH:22]=2)[CH2:17]1)=[O:12])[C:3](=[O:9])[O:4][C:5]([CH3:8])([CH3:7])[CH3:6]. The catalyst is CO.[Pd]. The product is [NH2:47][C:44]1[CH:43]=[CH:42][C:41]([CH2:40][C@H:14]([NH:13][C:11](=[O:12])[C@@H:10]([N:2]([CH3:1])[C:3](=[O:9])[O:4][C:5]([CH3:6])([CH3:7])[CH3:8])[CH3:50])[C:15](=[O:39])[N:16]2[C@H:25]([C:26](=[O:38])[NH:27][C@H:28]3[C:37]4[C:32](=[CH:33][CH:34]=[CH:35][CH:36]=4)[CH2:31][CH2:30][CH2:29]3)[CH2:24][C:23]3[C:18](=[CH:19][CH:20]=[CH:21][CH:22]=3)[CH2:17]2)=[CH:46][CH:45]=1. The yield is 0.820. (2) The reactants are [C:1]([O:10][CH3:11])(=[O:9])[C:2]1[C:3](=[CH:5][CH:6]=[CH:7][CH:8]=1)[NH2:4].C(N(CC)CC)C.[S:19](Cl)([C:22]1[CH:28]=[CH:27][C:25]([CH3:26])=[CH:24][CH:23]=1)(=[O:21])=[O:20]. The catalyst is ClCCl.CCOC(C)=O. The product is [CH3:11][O:10][C:1](=[O:9])[C:2]1[CH:8]=[CH:7][CH:6]=[CH:5][C:3]=1[NH:4][S:19]([C:22]1[CH:28]=[CH:27][C:25]([CH3:26])=[CH:24][CH:23]=1)(=[O:21])=[O:20]. The yield is 0.810. (3) The reactants are CN(C=O)C.[CH3:6][C@H:7]1[O:12][C@@H:11]([CH3:13])[CH2:10][NH:9][CH2:8]1.C([O-])([O-])=O.[Cs+].[Cs+].Cl[C:21]1[CH:26]=[CH:25][C:24]2=[N:27][C:28]([C:30]3[CH:31]=[CH:32][C:33]([C:43]([F:46])([F:45])[F:44])=[C:34]([NH:36][C:37](=[O:42])[C:38]([CH3:41])([CH3:40])[CH3:39])[CH:35]=3)=[CH:29][N:23]2[N:22]=1. The catalyst is O. The product is [CH3:13][C@H:11]1[O:12][C@@H:7]([CH3:6])[CH2:8][N:9]([C:21]2[CH:26]=[CH:25][C:24]3=[N:27][C:28]([C:30]4[CH:31]=[CH:32][C:33]([C:43]([F:44])([F:45])[F:46])=[C:34]([NH:36][C:37](=[O:42])[C:38]([CH3:41])([CH3:40])[CH3:39])[CH:35]=4)=[CH:29][N:23]3[N:22]=2)[CH2:10]1. The yield is 0.570.